From a dataset of Catalyst prediction with 721,799 reactions and 888 catalyst types from USPTO. Predict which catalyst facilitates the given reaction. (1) Reactant: [CH:1]1([C:4]2[N:8]([CH3:9])[C:7]3[CH:10]=[C:11]([N:14]4[CH:19]=[CH:18][C:17]([OH:20])=[CH:16][C:15]4=[O:21])[CH:12]=[CH:13][C:6]=3[N:5]=2)[CH2:3][CH2:2]1.[F:22][CH2:23][C:24]1[N:25]=[C:26]([CH2:29]O)[S:27][CH:28]=1.C1(P(C2C=CC=CC=2)C2C=CC=CC=2)C=CC=CC=1.N(C(OCCOC)=O)=NC(OCCOC)=O. Product: [CH:1]1([C:4]2[N:8]([CH3:9])[C:7]3[CH:10]=[C:11]([N:14]4[CH:19]=[CH:18][C:17]([O:20][CH2:29][C:26]5[S:27][CH:28]=[C:24]([CH2:23][F:22])[N:25]=5)=[CH:16][C:15]4=[O:21])[CH:12]=[CH:13][C:6]=3[N:5]=2)[CH2:2][CH2:3]1. The catalyst class is: 90. (2) Reactant: [CH3:1][O:2][C:3]1[CH:4]=[C:5]2[C:10](=[CH:11][C:12]=1[O:13][CH3:14])[N:9]=[CH:8][CH:7]=[C:6]2[O:15][C:16]1[CH:22]=[CH:21][C:19]([NH2:20])=[C:18]([O:23][CH3:24])[CH:17]=1.C(N(CC)CC)C.ClC(Cl)(O[C:36](=[O:42])OC(Cl)(Cl)Cl)Cl.[S:44]1[CH:48]=[CH:47][N:46]=[C:45]1[C@H:49]([NH2:51])[CH3:50]. Product: [CH3:1][O:2][C:3]1[CH:4]=[C:5]2[C:10](=[CH:11][C:12]=1[O:13][CH3:14])[N:9]=[CH:8][CH:7]=[C:6]2[O:15][C:16]1[CH:22]=[CH:21][C:19]([NH:20][C:36]([NH:51][C@@H:49]([C:45]2[S:44][CH:48]=[CH:47][N:46]=2)[CH3:50])=[O:42])=[C:18]([O:23][CH3:24])[CH:17]=1. The catalyst class is: 22. (3) Reactant: C=O.[OH-].[Na+].[CH3:5][O:6]CCOC.[F:11][C:12]([F:38])=[CH:13][CH2:14][S:15]([CH:18]([C:29]1[C:34]([F:35])=[CH:33][CH:32]=[C:31]([F:36])[C:30]=1[F:37])[C:19]1[C:20]([CH3:28])=[CH:21][C:22]([C:25]([NH2:27])=[O:26])=[N:23][CH:24]=1)(=[O:17])=[O:16]. Product: [F:38][C:12]([F:11])=[CH:13][CH2:14][S:15]([CH:18]([C:29]1[C:34]([F:35])=[CH:33][CH:32]=[C:31]([F:36])[C:30]=1[F:37])[C:19]1[C:20]([CH3:28])=[CH:21][C:22]([C:25]([NH:27][CH2:5][OH:6])=[O:26])=[N:23][CH:24]=1)(=[O:17])=[O:16]. The catalyst class is: 6.